This data is from Reaction yield outcomes from USPTO patents with 853,638 reactions. The task is: Predict the reaction yield, written as a fraction of the theoretical maximum amount of product (1.0 means a 100% yield; for example, 0.34 means a 34% yield). The reactants are [CH2:1]([O:3][C:4]([CH:6]1[C:15]([CH:16]=O)=[CH:14][C:13]2[C:8](=[CH:9][CH:10]=[CH:11][C:12]=2[O:18][CH3:19])[O:7]1)=[O:5])[CH3:2].[CH3:20][O:21][C:22](=[O:32])[C@@H:23]([NH2:31])[CH2:24][CH:25]1[CH2:30][CH2:29][CH2:28][CH2:27][CH2:26]1.CCN(C(C)C)C(C)C.C([BH3-])#N.[Na+].C(O)(=O)C. The catalyst is CO. The product is [CH2:1]([O:3][C:4]([CH:6]1[C:15]([CH2:16][NH:31][C@H:23]([C:22]([O:21][CH3:20])=[O:32])[CH2:24][CH:25]2[CH2:30][CH2:29][CH2:28][CH2:27][CH2:26]2)=[CH:14][C:13]2[C:8](=[CH:9][CH:10]=[CH:11][C:12]=2[O:18][CH3:19])[O:7]1)=[O:5])[CH3:2]. The yield is 0.455.